This data is from Catalyst prediction with 721,799 reactions and 888 catalyst types from USPTO. The task is: Predict which catalyst facilitates the given reaction. (1) Reactant: [CH3:1][C:2]1[CH:3]=[C:4]([OH:25])[CH:5]=[CH:6][C:7]=1[CH:8]1[S:14][CH2:13][CH2:12][NH:11][C:10]2[N:15]([CH3:24])[N:16]=[C:17]([C:18]3[CH:23]=[CH:22][CH:21]=[CH:20][N:19]=3)[C:9]1=2.C(=O)([O-])[O-].[K+].[K+].Cl.[CH3:33][C:34]1[C:39]([CH2:40]Cl)=[CH:38][CH:37]=[CH:36][N:35]=1. Product: [CH3:24][N:15]1[C:10]2[NH:11][CH2:12][CH2:13][S:14][CH:8]([C:7]3[CH:6]=[CH:5][C:4]([O:25][CH2:40][C:39]4[C:34]([CH3:33])=[N:35][CH:36]=[CH:37][CH:38]=4)=[CH:3][C:2]=3[CH3:1])[C:9]=2[C:17]([C:18]2[CH:23]=[CH:22][CH:21]=[CH:20][N:19]=2)=[N:16]1. The catalyst class is: 10. (2) Reactant: [CH3:1][C:2](=[CH2:4])[CH3:3].[CH2:5]([O:8][C:9]1[CH:14]=[CH:13][C:12]([C:15]2[CH:19]=[C:18]([CH2:20][C:21]([OH:23])=[O:22])[O:17][N:16]=2)=[C:11]([C:24]([F:27])([F:26])[F:25])[CH:10]=1)[CH2:6][CH3:7].S(=O)(=O)(O)O. Product: [CH2:5]([O:8][C:9]1[CH:14]=[CH:13][C:12]([C:15]2[CH:19]=[C:18]([CH2:20][C:21]([O:23][C:2]([CH3:4])([CH3:3])[CH3:1])=[O:22])[O:17][N:16]=2)=[C:11]([C:24]([F:26])([F:27])[F:25])[CH:10]=1)[CH2:6][CH3:7]. The catalyst class is: 27. (3) Reactant: [C:1]([O:5][C:6]([N:8]1[CH2:13][CH2:12][CH2:11][CH:10]([C:14]([OH:16])=O)[CH2:9]1)=[O:7])([CH3:4])([CH3:3])[CH3:2].[NH:17]1[CH2:21][CH2:20][CH:19]([C:22]2[CH:23]=[N:24][CH:25]=[CH:26][CH:27]=2)[CH2:18]1.F[P-](F)(F)(F)(F)F.N1(O[P+](N(C)C)(N(C)C)N(C)C)C2C=CC=CC=2N=N1.C(N(CC)C(C)C)(C)C. Product: [N:24]1[CH:25]=[CH:26][CH:27]=[C:22]([CH:19]2[CH2:20][CH2:21][N:17]([C:14]([CH:10]3[CH2:11][CH2:12][CH2:13][N:8]([C:6]([O:5][C:1]([CH3:2])([CH3:3])[CH3:4])=[O:7])[CH2:9]3)=[O:16])[CH2:18]2)[CH:23]=1. The catalyst class is: 2. (4) Reactant: [CH3:1][C:2]1[CH:3]=[C:4]([CH:8]=[C:9]([CH3:11])[CH:10]=1)[C:5](O)=[O:6].S(Cl)([Cl:14])=O. Product: [CH3:1][C:2]1[CH:3]=[C:4]([CH:8]=[C:9]([CH3:11])[CH:10]=1)[C:5]([Cl:14])=[O:6]. The catalyst class is: 9. (5) Reactant: [CH3:1][O:2][C:3]1[CH:27]=[CH:26][C:6]([CH2:7][N:8]2[C:12]3=[N:13][CH:14]=[CH:15][C:16]([O:17][C:18]4[N:23]=[CH:22][C:21](N)=[CH:20][CH:19]=4)=[C:11]3[C:10]([CH3:25])=[N:9]2)=[CH:5][CH:4]=1.[F:28][C:29]1[CH:34]=[CH:33][C:32]([NH:35][C:36]([C:38]2([C:41](F)=[O:42])[CH2:40][CH2:39]2)=[O:37])=[CH:31][CH:30]=1.C[N:45](C=O)C.CCN(C(C)C)C(C)C. Product: [F:28][C:29]1[CH:34]=[CH:33][C:32]([N:35]([C:21]2[CH:22]=[N:23][C:18]([O:17][C:16]3[CH:15]=[CH:14][N:13]=[C:12]4[N:8]([CH2:7][C:6]5[CH:5]=[CH:4][C:3]([O:2][CH3:1])=[CH:27][CH:26]=5)[N:9]=[C:10]([CH3:25])[C:11]=34)=[CH:19][CH:20]=2)[C:36]([C:38]2([C:41]([NH2:45])=[O:42])[CH2:40][CH2:39]2)=[O:37])=[CH:31][CH:30]=1. The catalyst class is: 6.